Dataset: NCI-60 drug combinations with 297,098 pairs across 59 cell lines. Task: Regression. Given two drug SMILES strings and cell line genomic features, predict the synergy score measuring deviation from expected non-interaction effect. Synergy scores: CSS=58.9, Synergy_ZIP=13.8, Synergy_Bliss=12.1, Synergy_Loewe=3.34, Synergy_HSA=12.5. Drug 1: CC1=C2C(C(=O)C3(C(CC4C(C3C(C(C2(C)C)(CC1OC(=O)C(C(C5=CC=CC=C5)NC(=O)OC(C)(C)C)O)O)OC(=O)C6=CC=CC=C6)(CO4)OC(=O)C)OC)C)OC. Drug 2: C1=CC=C(C(=C1)C(C2=CC=C(C=C2)Cl)C(Cl)Cl)Cl. Cell line: M14.